Dataset: Catalyst prediction with 721,799 reactions and 888 catalyst types from USPTO. Task: Predict which catalyst facilitates the given reaction. Reactant: Cl.[NH2:2][C@@H:3]([CH2:16][C:17]1[CH:22]=[CH:21][C:20]([F:23])=[C:19]([F:24])[CH:18]=1)[CH2:4][N:5]1[C:13](=[O:14])[C:12]2[C:7](=[CH:8][CH:9]=[CH:10][CH:11]=2)[C:6]1=[O:15].[NH:25]1[CH:29]=[CH:28][N:27]=[C:26]1[C:30](O)=[O:31].C1CN([P+](Br)(N2CCCC2)N2CCCC2)CC1.F[P-](F)(F)(F)(F)F.CCN(C(C)C)C(C)C. Product: [F:24][C:19]1[CH:18]=[C:17]([CH2:16][C@H:3]([NH:2][C:30]([C:26]2[NH:25][CH:29]=[CH:28][N:27]=2)=[O:31])[CH2:4][N:5]2[C:6](=[O:15])[C:7]3[C:12](=[CH:11][CH:10]=[CH:9][CH:8]=3)[C:13]2=[O:14])[CH:22]=[CH:21][C:20]=1[F:23]. The catalyst class is: 4.